From a dataset of Retrosynthesis with 50K atom-mapped reactions and 10 reaction types from USPTO. Predict the reactants needed to synthesize the given product. (1) Given the product C=CCn1c(Cl)nc2c1c(=O)[nH]c(=O)n2CC(F)(F)F, predict the reactants needed to synthesize it. The reactants are: C=CCn1c(Cl)nc2[nH]c(=O)[nH]c(=O)c21.FC(F)(F)CI. (2) Given the product COC(=O)c1ccc(O)c(C2=CCOCC2)c1, predict the reactants needed to synthesize it. The reactants are: COC(=O)c1ccc(OC2CCCCO2)c(C2=CCOCC2)c1. (3) Given the product CNC(=O)N1C[C@@H](c2ccccc2)N(C2CCN(C(=O)OC(C)(C)C)CC2)C1=O, predict the reactants needed to synthesize it. The reactants are: CC(C)(C)OC(=O)N1CCC(N2C(=O)NC[C@H]2c2ccccc2)CC1.CN=C=O. (4) Given the product O=C1CCc2c(-c3cc(F)ccc3Cl)cc(O)cc2N1c1c(Cl)cccc1Cl, predict the reactants needed to synthesize it. The reactants are: COc1cc(-c2cc(F)ccc2Cl)c2c(c1)N(c1c(Cl)cccc1Cl)C(=O)CC2.